This data is from Full USPTO retrosynthesis dataset with 1.9M reactions from patents (1976-2016). The task is: Predict the reactants needed to synthesize the given product. (1) The reactants are: [C:1]([O:5][C:6]([NH:8][C@@H:9]([CH2:16][CH:17]([CH3:19])[CH3:18])/[CH:10]=[CH:11]/[CH2:12][C:13]([OH:15])=[O:14])=[O:7])([CH3:4])([CH3:3])[CH3:2].[CH3:20][C:21]1([CH3:31])[N:26]([O:27])[C:25]([CH3:29])([CH3:28])[CH2:24][CH:23](N)[CH2:22]1.CCN=C=NCCCN(C)C. Given the product [C:1]([O:5][C:6]([NH:8][C@@H:9]([CH2:16][CH:17]([CH3:19])[CH3:18])/[CH:10]=[CH:11]/[CH2:12][C:13]([OH:15])=[O:14])=[O:7])([CH3:4])([CH3:3])[CH3:2].[CH3:28][C:25]1([CH3:29])[N:26]([O:27])[C:21]([CH3:31])([CH3:20])[CH2:22][CH2:23][CH2:24]1, predict the reactants needed to synthesize it. (2) Given the product [CH3:11][O:12][C:2]1[CH:7]=[CH:6][N:5]=[C:4]2[CH:8]=[CH:9][NH:10][C:3]=12, predict the reactants needed to synthesize it. The reactants are: Cl[C:2]1[CH:7]=[CH:6][N:5]=[C:4]2[CH:8]=[CH:9][NH:10][C:3]=12.[CH3:11][O:12][Na]. (3) Given the product [CH3:5][CH:4]([CH3:6])[CH2:3][C@H:2]([NH:1][CH2:22][C:21]1[CH:24]=[CH:25][C:18]([N+:15]([O-:17])=[O:16])=[CH:19][CH:20]=1)[C:7]([O:9][CH:10]1[CH2:11][CH2:12][CH2:13][CH2:14]1)=[O:8], predict the reactants needed to synthesize it. The reactants are: [NH2:1][C@H:2]([C:7]([O:9][CH:10]1[CH2:14][CH2:13][CH2:12][CH2:11]1)=[O:8])[CH2:3][CH:4]([CH3:6])[CH3:5].[N+:15]([C:18]1[CH:25]=[CH:24][C:21]([CH:22]=O)=[CH:20][CH:19]=1)([O-:17])=[O:16].C(O[BH-](OC(=O)C)OC(=O)C)(=O)C.[Na+].Cl.[OH-].[Na+]. (4) Given the product [C:22]1([C:19]2[CH:18]=[CH:17][C:16]([CH:15]([NH:28][C:29]([NH:31][C:32]3[CH:33]=[C:34]([Cl:39])[CH:35]=[C:36]([Cl:38])[CH:37]=3)=[O:30])[C:12]3[CH:13]=[CH:14][C:9]([C:8]([NH:7][CH2:6][CH2:5][C:4]([OH:41])=[O:3])=[O:40])=[CH:10][CH:11]=3)=[CH:21][CH:20]=2)[CH2:27][CH2:26][CH2:25][CH2:24][CH:23]=1, predict the reactants needed to synthesize it. The reactants are: C([O:3][C:4](=[O:41])[CH2:5][CH2:6][NH:7][C:8](=[O:40])[C:9]1[CH:14]=[CH:13][C:12]([CH:15]([NH:28][C:29]([NH:31][C:32]2[CH:37]=[C:36]([Cl:38])[CH:35]=[C:34]([Cl:39])[CH:33]=2)=[O:30])[C:16]2[CH:21]=[CH:20][C:19]([C:22]3[CH2:27][CH2:26][CH2:25][CH2:24][CH:23]=3)=[CH:18][CH:17]=2)=[CH:11][CH:10]=1)C.[Li+].[OH-].